From a dataset of Experimentally validated miRNA-target interactions with 360,000+ pairs, plus equal number of negative samples. Binary Classification. Given a miRNA mature sequence and a target amino acid sequence, predict their likelihood of interaction. (1) The miRNA is hsa-miR-4720-3p with sequence UGCUUAAGUUGUACCAAGUAU. The protein sequence of the target gene is MSGSNPKAAAAASAAGPGGLVAGKEEKKKAGGGVLNRLKARRQAPHHAADDGVGAAVTEQELLALDTIRPEHVLRLSRVTENYLCKPEDNIYSIDFTRFKIRDLETGTVLFEIAKPCVSDQEEDEEEGGGDVDISAGRFVRYQFTPAFLRLRTVGATVEFTVGDKPVSNFRMIERHYFREHLLKNFDFDFGFCIPSSRNTCEHIYEFPQLSEDVIRLMIENPYETRSDSFYFVDNKLIMHNKADYAYNGGQ. Result: 0 (no interaction). (2) The miRNA is hsa-miR-6785-5p with sequence UGGGAGGGCGUGGAUGAUGGUG. The protein sequence of the target gene is MVSGPLALRWCPWAGHRDMGPDMELPSHSKQLLLQLNQQRAKGFLCDVIIMVENSIFRAHKNVLAASSIYFKSLVLHDNLINLDTDMVSSTVFQQILDFIYTGKLLPSDQPSEPNFSTLLTAASYLQLPELAALCRRKLKRAGKPFGPGRVGTAGIGRPTRSQRLSTASVIQARFPGLVDVRKGHPAPQELPQAKGSDDELFLGTSTQESTHGLGLGGPAGGEMGLGGCSTSTNGSSGGCEQELGLDLSKKSPPLPPTTPGPHLTPEDPAQLSDSQRESPAPTSTSALPVGNSASFVELG.... Result: 0 (no interaction).